Task: Predict the product of the given reaction.. Dataset: Forward reaction prediction with 1.9M reactions from USPTO patents (1976-2016) (1) Given the reactants [OH:1][CH:2]([CH3:27])[CH2:3][NH:4][C:5]([C:7]1[C:8]([O:25][CH3:26])=[C:9]2[C:13](=[CH:14][CH:15]=1)[NH:12][N:11]=[C:10]2/[CH:16]=[CH:17]/[C:18]1[CH:23]=[CH:22][C:21]([F:24])=[CH:20][CH:19]=1)=[O:6].C(N(CC)CC)C, predict the reaction product. The product is: [O:1]=[C:2]([CH3:27])[CH2:3][NH:4][C:5]([C:7]1[C:8]([O:25][CH3:26])=[C:9]2[C:13](=[CH:14][CH:15]=1)[NH:12][N:11]=[C:10]2/[CH:16]=[CH:17]/[C:18]1[CH:19]=[CH:20][C:21]([F:24])=[CH:22][CH:23]=1)=[O:6]. (2) Given the reactants [F:1][C:2]([F:45])([F:44])[C:3]1[CH:4]=[C:5]([C@H:13]([O:15][C@H:16]2[CH2:24][N:23]3[C@@H:18]([CH2:19][CH2:20][CH:21]([NH:26]C(=O)OCC4C=CC=CC=4)[C:22]3=[O:25])[C@@H:17]2[C:37]2[CH:42]=[CH:41][C:40]([F:43])=[CH:39][CH:38]=2)[CH3:14])[CH:6]=[C:7]([C:9]([F:12])([F:11])[F:10])[CH:8]=1.[H][H], predict the reaction product. The product is: [NH2:26][CH:21]1[CH2:20][CH2:19][C@@H:18]2[N:23]([CH2:24][C@H:16]([O:15][C@@H:13]([C:5]3[CH:6]=[C:7]([C:9]([F:10])([F:11])[F:12])[CH:8]=[C:3]([C:2]([F:44])([F:1])[F:45])[CH:4]=3)[CH3:14])[C@H:17]2[C:37]2[CH:42]=[CH:41][C:40]([F:43])=[CH:39][CH:38]=2)[C:22]1=[O:25].